From a dataset of Full USPTO retrosynthesis dataset with 1.9M reactions from patents (1976-2016). Predict the reactants needed to synthesize the given product. (1) Given the product [CH2:25]([N:17]1[C:18](=[O:21])[CH:19]=[CH:20][N:15]([C:3]2[CH:4]=[C:5]([S:9][CH2:10][C:11]([F:14])([F:12])[F:13])[C:6]([CH3:8])=[CH:7][C:2]=2[F:1])[C:16]1=[O:22])[CH3:26], predict the reactants needed to synthesize it. The reactants are: [F:1][C:2]1[CH:7]=[C:6]([CH3:8])[C:5]([S:9][CH2:10][C:11]([F:14])([F:13])[F:12])=[CH:4][C:3]=1[N:15]1[CH:20]=[CH:19][C:18](=[O:21])[NH:17][C:16]1=[O:22].[H-].[Na+].[CH2:25](I)[CH3:26]. (2) Given the product [F:14][B-:15]([F:18])([F:17])[F:16].[Br:13][C:10]1[CH:11]=[CH:12][C:6]([CH3:5])=[C:7]([N+:8]#[N:1])[CH:9]=1, predict the reactants needed to synthesize it. The reactants are: [N:1]([O-])=O.[Na+].[CH3:5][C:6]1[CH:12]=[CH:11][C:10]([Br:13])=[CH:9][C:7]=1[NH2:8].[F:14][B-:15]([F:18])([F:17])[F:16].[H+]. (3) Given the product [CH3:9][C:10]1([CH3:17])[O:14][C@@H:13]([CH2:15][O:16][C:2]2[N:7]=[C:6]([NH2:8])[CH:5]=[N:4][CH:3]=2)[CH2:12][O:11]1, predict the reactants needed to synthesize it. The reactants are: Cl[C:2]1[N:7]=[C:6]([NH2:8])[CH:5]=[N:4][CH:3]=1.[CH3:9][C:10]1([CH3:17])[O:14][C@@H:13]([CH2:15][OH:16])[CH2:12][O:11]1.[Na]. (4) The reactants are: Br[C:2]1[CH:3]=[C:4]2[C:9](=[CH:10][CH:11]=1)[N:8]=[CH:7][CH:6]=[CH:5]2.[C:12]([O:16][CH2:17][CH3:18])(=[O:15])[CH:13]=[CH2:14].C(N(CC)CC)C.CCCCCC. Given the product [CH2:17]([O:16][C:12](=[O:15])[CH:13]=[CH:14][C:2]1[CH:3]=[C:4]2[C:9](=[CH:10][CH:11]=1)[N:8]=[CH:7][CH:6]=[CH:5]2)[CH3:18], predict the reactants needed to synthesize it. (5) The reactants are: CS(O[CH2:6][CH2:7][S:8]([CH3:11])(=[O:10])=[O:9])(=O)=O.[NH2:12][CH2:13][CH2:14][O:15][C:16]1[CH:21]=[CH:20][C:19]([NH:22][C:23](=[O:32])[C:24]2[CH:29]=[CH:28][CH:27]=[C:26]([O:30][CH3:31])[CH:25]=2)=[CH:18][C:17]=1[C:33]1[N:37]([CH3:38])[N:36]=[CH:35][CH:34]=1. Given the product [CH3:11][S:8]([CH2:7][CH2:6][NH:12][CH2:13][CH2:14][O:15][C:16]1[CH:21]=[CH:20][C:19]([NH:22][C:23](=[O:32])[C:24]2[CH:29]=[CH:28][CH:27]=[C:26]([O:30][CH3:31])[CH:25]=2)=[CH:18][C:17]=1[C:33]1[N:37]([CH3:38])[N:36]=[CH:35][CH:34]=1)(=[O:10])=[O:9], predict the reactants needed to synthesize it.